This data is from Forward reaction prediction with 1.9M reactions from USPTO patents (1976-2016). The task is: Predict the product of the given reaction. The product is: [F:29][CH2:30][C:31]1([S:34]([NH:37][C:14]([C@@:9]2([NH:8][C:6](=[O:7])[O:5][C:1]([CH3:2])([CH3:3])[CH3:4])[CH2:11][C@H:10]2[CH:12]=[CH2:13])=[O:16])(=[O:36])=[O:35])[CH2:33][CH2:32]1. Given the reactants [C:1]([O:5][C:6]([NH:8][C@:9]1([C:14]([OH:16])=O)[CH2:11][C@H:10]1[CH:12]=[CH2:13])=[O:7])([CH3:4])([CH3:3])[CH3:2].C1N=CN(C(N2C=NC=C2)=O)C=1.[F:29][CH2:30][C:31]1([S:34]([NH2:37])(=[O:36])=[O:35])[CH2:33][CH2:32]1.C1CCN2C(=NCCC2)CC1, predict the reaction product.